From a dataset of Full USPTO retrosynthesis dataset with 1.9M reactions from patents (1976-2016). Predict the reactants needed to synthesize the given product. (1) Given the product [F:1][C:2]1[CH:9]=[CH:8][C:7]([CH2:10][O:11][C:13]2[CH:14]=[C:15]3[N:22]([CH3:23])[C:21]([CH3:25])([CH3:24])[CH2:20][N:16]3[C:17](=[O:19])[N:18]=2)=[CH:6][C:3]=1[C:4]#[N:5], predict the reactants needed to synthesize it. The reactants are: [F:1][C:2]1[CH:9]=[CH:8][C:7]([CH2:10][OH:11])=[CH:6][C:3]=1[C:4]#[N:5].Cl[C:13]1[CH:14]=[C:15]2[N:22]([CH3:23])[C:21]([CH3:25])([CH3:24])[CH2:20][N:16]2[C:17](=[O:19])[N:18]=1. (2) Given the product [F:1][C:2]1[CH:10]=[CH:9][C:8]([F:11])=[CH:7][C:3]=1[NH:43][C:41]([NH:51][C:52]1[CH:57]=[CH:56][C:55]([C:58]2[CH:66]=[CH:65][C:64]([C:67]3[NH:68][C:69]([CH3:72])=[CH:70][N:71]=3)=[C:63]3[C:59]=2[CH2:60][NH:61][C:62]3=[O:73])=[C:54]([F:74])[CH:53]=1)=[O:42], predict the reactants needed to synthesize it. The reactants are: [F:1][C:2]1[CH:10]=[CH:9][C:8]([F:11])=[CH:7][C:3]=1C(O)=O.C(N(CC)CC)C.C1(OP(N=[N+]=[N-])(=O)OC2C=CC=CC=2)C=CC=CC=1.FC1C=CC(F)=CC=1[C:41]([N:43]=[N+]=[N-])=[O:42].[NH2:51][C:52]1[CH:57]=[CH:56][C:55]([C:58]2[CH:66]=[CH:65][C:64]([C:67]3[NH:68][C:69]([CH3:72])=[CH:70][N:71]=3)=[C:63]3[C:59]=2[CH2:60][NH:61][C:62]3=[O:73])=[C:54]([F:74])[CH:53]=1. (3) Given the product [C:13]([OH:18])(=[O:17])[CH2:14][CH2:15][CH3:16].[NH2:1][CH2:2][CH2:3][C:4]1[C:12]2[C:7](=[CH:8][CH:9]=[CH:10][CH:11]=2)[NH:6][CH:5]=1, predict the reactants needed to synthesize it. The reactants are: [NH2:1][CH2:2][CH2:3][C:4]1[C:12]2[C:7](=[CH:8][CH:9]=[CH:10][CH:11]=2)[NH:6][CH:5]=1.[C:13]([OH:18])(=[O:17])[CH2:14][CH2:15][CH3:16]. (4) Given the product [CH3:1][O:2][C:3]1[CH:8]=[CH:7][C:6]([O:9][CH3:10])=[CH:5][C:4]=1[CH:11]([CH3:20])[C:12]([O:14][CH3:15])=[O:13], predict the reactants needed to synthesize it. The reactants are: [CH3:1][O:2][C:3]1[CH:8]=[CH:7][C:6]([O:9][CH3:10])=[CH:5][C:4]=1[CH2:11][C:12]([O:14][CH3:15])=[O:13].[H-].[Na+].IC.[CH2:20](OCC)C. (5) Given the product [Br:1][C:2]1[CH:3]=[CH:4][C:5]([C:8]2([C:15]([F:21])([F:20])[F:14])[CH2:9][CH2:10][CH2:11][CH2:12][NH:13]2)=[CH:6][CH:7]=1, predict the reactants needed to synthesize it. The reactants are: [Br:1][C:2]1[CH:7]=[CH:6][C:5]([C:8]2[CH2:9][CH2:10][CH2:11][CH2:12][N:13]=2)=[CH:4][CH:3]=1.[F:14][C:15]([F:21])([F:20])S(O)(=O)=O.F.[K].C[Si](C)(C)C(F)(F)F.